This data is from Forward reaction prediction with 1.9M reactions from USPTO patents (1976-2016). The task is: Predict the product of the given reaction. (1) Given the reactants [Cl:1][C:2]1[C:7]([C:8]2[N:9]=[C:10]([CH:21]3[CH2:23][CH2:22]3)[O:11][C:12]=2[C:13]2[CH:18]=[CH:17][N:16]=[C:15]([S:19][CH3:20])[N:14]=2)=[CH:6][C:5]([F:24])=[CH:4][C:3]=1[NH:25]C(=O)C(C)(C)C.S(=O)(=O)(O)O.CCOC(C)=O.C([O-])(O)=O.[Na+], predict the reaction product. The product is: [Cl:1][C:2]1[C:7]([C:8]2[N:9]=[C:10]([CH:21]3[CH2:23][CH2:22]3)[O:11][C:12]=2[C:13]2[CH:18]=[CH:17][N:16]=[C:15]([S:19][CH3:20])[N:14]=2)=[CH:6][C:5]([F:24])=[CH:4][C:3]=1[NH2:25]. (2) Given the reactants [CH:1]1([C:4]([N:6]([C:12]2[CH:22]=[CH:21][C:15]([C:16]([O:18]CC)=O)=[CH:14][CH:13]=2)[CH2:7][CH2:8][N:9]([CH3:11])[CH3:10])=[O:5])[CH2:3][CH2:2]1.[OH-].[Na+].Cl.Cl.Cl.[CH2:28]([O:30][C:31]1[CH:32]=[C:33]([CH:50]=[CH:51][CH:52]=1)[CH2:34][N:35]1[C:39]2=[N:40][CH:41]=[N:42][C:43]([N:44]3[CH2:49][CH2:48][NH:47][CH2:46][CH2:45]3)=[C:38]2[CH:37]=[N:36]1)[CH3:29].ON1C2C=CC=CC=2N=N1.Cl.C(N=C=NCCCN(C)C)C.C(=O)([O-])O.[Na+], predict the reaction product. The product is: [CH2:28]([O:30][C:31]1[CH:32]=[C:33]([CH:50]=[CH:51][CH:52]=1)[CH2:34][N:35]1[C:39]2=[N:40][CH:41]=[N:42][C:43]([N:44]3[CH2:45][CH2:46][N:47]([C:16](=[O:18])[C:15]4[CH:14]=[CH:13][C:12]([N:6]([C:4]([CH:1]5[CH2:2][CH2:3]5)=[O:5])[CH2:7][CH2:8][N:9]([CH3:10])[CH3:11])=[CH:22][CH:21]=4)[CH2:48][CH2:49]3)=[C:38]2[CH:37]=[N:36]1)[CH3:29]. (3) The product is: [O:9]1[CH2:10][CH2:11][O:12][CH:8]1[C:5]1[CH:6]=[CH:7][C:2]([N:20]([CH3:19])[C:21]2[CH:26]=[CH:25][N:24]=[CH:23][CH:22]=2)=[CH:3][CH:4]=1. Given the reactants Br[C:2]1[CH:7]=[CH:6][C:5]([CH:8]2[O:12][CH2:11][CH2:10][O:9]2)=[CH:4][CH:3]=1.CC(C)([O-])C.[Na+].[CH3:19][NH:20][C:21]1[CH:26]=[CH:25][N:24]=[CH:23][CH:22]=1.N#N.CC(C1C=C(C(C)C)C(C2C=CC=CC=2P(C2CCCCC2)C2CCCCC2)=C(C(C)C)C=1)C, predict the reaction product. (4) Given the reactants O.[C:2]1([CH3:12])[CH:7]=[CH:6][C:5]([S:8]([OH:11])(=[O:10])=[O:9])=[CH:4][CH:3]=1.CC1C(C)=C(C)C(C)=C(C)C=1.C(N)CN, predict the reaction product. The product is: [C:2]1([CH3:12])[CH:3]=[CH:4][C:5]([S:8]([OH:11])(=[O:9])=[O:10])=[CH:6][CH:7]=1. (5) The product is: [F:1][C:2]1[N:3]([S:41]([C:35]2[CH:40]=[CH:39][CH:38]=[CH:37][CH:36]=2)(=[O:43])=[O:42])[C:4]([C:12]2[CH:17]=[CH:16][CH:15]=[CH:14][CH:13]=2)=[CH:5][C:6]=1[C:7]([O:9][CH2:10][CH3:11])=[O:8]. Given the reactants [F:1][C:2]1[NH:3][C:4]([C:12]2[CH:17]=[CH:16][CH:15]=[CH:14][CH:13]=2)=[CH:5][C:6]=1[C:7]([O:9][CH2:10][CH3:11])=[O:8].[H-].[Na+].C1OCCOCCOCCOCCOC1.[C:35]1([S:41](Cl)(=[O:43])=[O:42])[CH:40]=[CH:39][CH:38]=[CH:37][CH:36]=1, predict the reaction product. (6) The product is: [CH2:35]([N:34]([CH2:37][CH3:38])[CH2:33][CH2:32][NH:31][C:29](=[O:30])[C:28]1[CH:39]=[CH:40][C:25]([NH:24][C:2]2[N:3]=[CH:4][C:5]3[N:9]=[N:41][N:12]([C:13]4[CH:14]=[C:15]5[C:20](=[CH:21][CH:22]=4)[CH2:47][CH2:45][CH2:16]5)[C:6]=3[N:7]=2)=[CH:26][CH:27]=1)[CH3:36]. Given the reactants Cl[C:2]1[N:7]=[C:6](Cl)[C:5]([N+:9]([O-])=O)=[CH:4][N:3]=1.[NH2:12][C:13]1[CH:14]=[C:15]([CH:20]=[CH:21][CH:22]=1)[C:16](NC)=O.Cl.[NH2:24][C:25]1[CH:40]=[CH:39][C:28]([C:29]([NH:31][CH2:32][CH2:33][N:34]([CH2:37][CH3:38])[CH2:35][CH3:36])=[O:30])=[CH:27][CH:26]=1.[N:41]([O-])=O.[Na+].[C:45](O)([C:47](F)(F)F)=O, predict the reaction product. (7) Given the reactants [CH3:1][C:2]([CH3:11])([C:9]#[CH:10])[CH2:3][O:4][Si:5]([CH3:8])([CH3:7])[CH3:6].Cl[C:13]([O:15][CH2:16][CH3:17])=[O:14], predict the reaction product. The product is: [CH2:16]([O:15][C:13](=[O:14])[C:10]#[C:9][C:2]([CH3:11])([CH3:1])[CH2:3][O:4][Si:5]([CH3:6])([CH3:8])[CH3:7])[CH3:17].